Dataset: Catalyst prediction with 721,799 reactions and 888 catalyst types from USPTO. Task: Predict which catalyst facilitates the given reaction. Reactant: [Cl-].[CH3:2][C@@H:3]1[O:11][C:10](=[O:12])[C@@H:9]([NH3+:13])[CH2:8][CH2:7][CH2:6][C@H:5]([CH2:14][C:15]2[CH:20]=[CH:19][C:18]([CH3:21])=[CH:17][CH:16]=2)[C@H:4]1[O:22][C:23]1[CH:28]=[CH:27][CH:26]=[CH:25][CH:24]=1.[OH:29][C:30]1[C:31]([C:38](O)=[O:39])=[N:32][CH:33]=[CH:34][C:35]=1[O:36][CH3:37].C(N(CC)C(C)C)(C)C.C1CN([P+](ON2N=NC3C=CC=CC2=3)(N2CCCC2)N2CCCC2)CC1.F[P-](F)(F)(F)(F)F. Product: [OH:29][C:30]1[C:31]([C:38]([NH:13][C@H:9]2[CH2:8][CH2:7][CH2:6][C@H:5]([CH2:14][C:15]3[CH:16]=[CH:17][C:18]([CH3:21])=[CH:19][CH:20]=3)[C@@H:4]([O:22][C:23]3[CH:24]=[CH:25][CH:26]=[CH:27][CH:28]=3)[C@H:3]([CH3:2])[O:11][C:10]2=[O:12])=[O:39])=[N:32][CH:33]=[CH:34][C:35]=1[O:36][CH3:37]. The catalyst class is: 2.